From a dataset of Forward reaction prediction with 1.9M reactions from USPTO patents (1976-2016). Predict the product of the given reaction. (1) Given the reactants [O:1]=[C:2]1[C:7]2[NH:8][C:9]3[CH:10]=[CH:11][CH:12]=[CH:13][C:14]=3[C:6]=2[N:5]=[C:4]([S:15][CH2:16][C:17]([OH:19])=O)[N:3]1[CH2:20][CH2:21][C:22]1[CH:27]=[CH:26][CH:25]=[CH:24][CH:23]=1.C(N(CC)CC)C.[CH:35]1([NH2:41])[CH2:40][CH2:39][CH2:38][CH2:37][CH2:36]1.CN(C(ON1N=NC2C=CC=NC1=2)=[N+](C)C)C.F[P-](F)(F)(F)(F)F, predict the reaction product. The product is: [CH:35]1([NH:41][C:17](=[O:19])[CH2:16][S:15][C:4]2[N:3]([CH2:20][CH2:21][C:22]3[CH:27]=[CH:26][CH:25]=[CH:24][CH:23]=3)[C:2](=[O:1])[C:7]3[NH:8][C:9]4[CH:10]=[CH:11][CH:12]=[CH:13][C:14]=4[C:6]=3[N:5]=2)[CH2:40][CH2:39][CH2:38][CH2:37][CH2:36]1. (2) Given the reactants [CH2:1]([O:8][C:9]1[CH:18]=[C:17]2[C:12]([C:13]([O:19][C:20]3[C:26]([CH3:27])=[CH:25][C:23]([NH2:24])=[C:22]([CH3:28])[CH:21]=3)=[CH:14][CH:15]=[N:16]2)=[CH:11][C:10]=1[O:29][CH3:30])[C:2]1[CH:7]=[CH:6][CH:5]=[CH:4][CH:3]=1.[F:31][C:32]1[CH:37]=[C:36]([F:38])[CH:35]=[CH:34][C:33]=1[N:39]=[C:40]=[O:41], predict the reaction product. The product is: [CH2:1]([O:8][C:9]1[CH:18]=[C:17]2[C:12]([C:13]([O:19][C:20]3[C:26]([CH3:27])=[CH:25][C:23]([NH:24][C:40]([NH:39][C:33]4[CH:34]=[CH:35][C:36]([F:38])=[CH:37][C:32]=4[F:31])=[O:41])=[C:22]([CH3:28])[CH:21]=3)=[CH:14][CH:15]=[N:16]2)=[CH:11][C:10]=1[O:29][CH3:30])[C:2]1[CH:3]=[CH:4][CH:5]=[CH:6][CH:7]=1. (3) Given the reactants [NH2:1][C:2]1[CH:10]=[C:6]([C:7]([OH:9])=[O:8])[C:5]([OH:11])=[CH:4][CH:3]=1.[F:12][C:13]1[C:18]([CH2:19]Br)=[C:17]([F:21])[C:16]([F:22])=[C:15]([F:23])[C:14]=1[F:24], predict the reaction product. The product is: [F:12][C:13]1[C:18]([CH2:19][NH:1][C:2]2[CH:10]=[C:6]([C:7]([OH:9])=[O:8])[C:5]([OH:11])=[CH:4][CH:3]=2)=[C:17]([F:21])[C:16]([F:22])=[C:15]([F:23])[C:14]=1[F:24]. (4) Given the reactants [I-].[CH2:2]([N+:6]1[C:10]([CH3:11])=[C:9]([CH3:12])[S:8][C:7]=1[CH3:13])[CH2:3][CH2:4][CH3:5].Cl.[C:15](Cl)(=[O:22])[C:16]1[CH:21]=[CH:20][CH:19]=[N:18][CH:17]=1, predict the reaction product. The product is: [CH2:2]([N:6]1[C:10]([CH3:11])=[C:9]([CH3:12])[S:8]/[C:7]/1=[CH:13]\[C:15]([C:16]1[CH:17]=[N:18][CH:19]=[CH:20][CH:21]=1)=[O:22])[CH2:3][CH2:4][CH3:5]. (5) Given the reactants [O:1]1[CH2:6][CH2:5][CH2:4][CH2:3][CH:2]1[N:7]1[CH:11]=[CH:10][C:9]([C:12]([C:14]2[CH:31]=[CH:30][C:17]3[N:18]([CH2:22][O:23][CH2:24][CH2:25][Si:26]([CH3:29])([CH3:28])[CH3:27])[C:19](=[O:21])[S:20][C:16]=3[CH:15]=2)=[CH2:13])=[N:8]1.[H][H], predict the reaction product. The product is: [O:1]1[CH2:6][CH2:5][CH2:4][CH2:3][CH:2]1[N:7]1[CH:11]=[CH:10][C:9]([CH:12]([C:14]2[CH:31]=[CH:30][C:17]3[N:18]([CH2:22][O:23][CH2:24][CH2:25][Si:26]([CH3:29])([CH3:28])[CH3:27])[C:19](=[O:21])[S:20][C:16]=3[CH:15]=2)[CH3:13])=[N:8]1. (6) Given the reactants [CH:1]1([C:4](Cl)=[O:5])[CH2:3][CH2:2]1.C(OCC1N(C[C:25]2([OH:31])[CH2:30][CH2:29][NH:28][CH2:27][CH2:26]2)C2C3C=CC=CC=3N=CC=2N=1)C.C(N(CC)CC)C, predict the reaction product. The product is: [CH:1]1([C:4]([N:28]2[CH2:29][CH2:30][CH:25]([OH:31])[CH2:26][CH2:27]2)=[O:5])[CH2:3][CH2:2]1. (7) Given the reactants [NH:1]1[C:10]2[C:5](=[CH:6][CH:7]=[CH:8][CH:9]=2)[CH2:4][CH2:3][CH2:2]1.C(N(CC)CC)C.Cl[C:19]([O:21][C:22]1[CH:27]=[CH:26][C:25]([N+:28]([O-:30])=[O:29])=[CH:24][CH:23]=1)=[O:20], predict the reaction product. The product is: [N:1]1([C:19]([O:21][C:22]2[CH:23]=[CH:24][C:25]([N+:28]([O-:30])=[O:29])=[CH:26][CH:27]=2)=[O:20])[C:10]2[C:5](=[CH:6][CH:7]=[CH:8][CH:9]=2)[CH2:4][CH2:3][CH2:2]1.